Dataset: Full USPTO retrosynthesis dataset with 1.9M reactions from patents (1976-2016). Task: Predict the reactants needed to synthesize the given product. (1) Given the product [Br:1][C:2]1[CH:3]=[C:4]([Cl:11])[C:5]([Cl:10])=[C:6]([CH2:7][NH:15][CH:12]2[CH2:14][CH2:13]2)[CH:9]=1, predict the reactants needed to synthesize it. The reactants are: [Br:1][C:2]1[CH:3]=[C:4]([Cl:11])[C:5]([Cl:10])=[C:6]([CH:9]=1)[CH:7]=O.[CH:12]1([NH2:15])[CH2:14][CH2:13]1.[O-]S([O-])(=O)=O.[Mg+2].[BH4-].[Na+]. (2) Given the product [F:49][C:50]1[CH:51]=[C:52]([C:57]2[O:61][N:60]=[C:59]([C:62]([N:40]3[CH2:39][C@H:38]([C:33]4[CH:34]=[CH:35][CH:36]=[CH:37][C:32]=4[F:31])[NH:43][C:42](=[O:44])[C@@H:41]3[CH2:45][CH:46]([CH3:48])[CH3:47])=[O:63])[C:58]=2[F:65])[CH:53]=[CH:54][C:55]=1[F:56], predict the reactants needed to synthesize it. The reactants are: C([C@@H]1N(C(=O)C2C=CC(OC3C=CC=CC=3)=CC=2)C[C@H](CC(C)C)NC1=O)C(C)C.[F:31][C:32]1[CH:37]=[CH:36][CH:35]=[CH:34][C:33]=1[C@@H:38]1[NH:43][C:42](=[O:44])[C@H:41]([CH2:45][CH:46]([CH3:48])[CH3:47])[NH:40][CH2:39]1.[F:49][C:50]1[CH:51]=[C:52]([C:57]2[O:61][N:60]=[C:59]([C:62](O)=[O:63])[C:58]=2[F:65])[CH:53]=[CH:54][C:55]=1[F:56]. (3) Given the product [CH2:33]([O:32][C:30]([N:15]([C:10]1[CH:11]=[CH:12][CH:13]=[CH:14][C:9]=1[CH2:8][N:4]1[CH2:3][C:2]([CH3:23])([CH3:1])[S:6][C:5]1=[O:7])[S:16]([C:19]([F:22])([F:20])[F:21])(=[O:18])=[O:17])=[O:31])[CH:34]([CH3:36])[CH3:35], predict the reactants needed to synthesize it. The reactants are: [CH3:1][C:2]1([CH3:23])[S:6][C:5](=[O:7])[N:4]([CH2:8][C:9]2[CH:14]=[CH:13][CH:12]=[CH:11][C:10]=2[NH:15][S:16]([C:19]([F:22])([F:21])[F:20])(=[O:18])=[O:17])[CH2:3]1.C(=O)(O)[O-].[Na+].Cl[C:30]([O:32][CH2:33][CH:34]([CH3:36])[CH3:35])=[O:31].